This data is from Forward reaction prediction with 1.9M reactions from USPTO patents (1976-2016). The task is: Predict the product of the given reaction. (1) Given the reactants Cl[C:2]1[N:10]=[CH:9][CH:8]=[C:7]([C:11]([F:14])([F:13])[F:12])[C:3]=1[C:4]([OH:6])=[O:5].[NH3:15].CO, predict the reaction product. The product is: [NH2:15][C:2]1[N:10]=[CH:9][CH:8]=[C:7]([C:11]([F:14])([F:13])[F:12])[C:3]=1[C:4]([OH:6])=[O:5]. (2) The product is: [NH2:1][C:2]1[C:10]([N+:11]([O-:13])=[O:12])=[CH:9][CH:8]=[CH:7][C:3]=1[C:4]([NH2:14])=[O:5]. Given the reactants [NH2:1][C:2]1[C:10]([N+:11]([O-:13])=[O:12])=[CH:9][CH:8]=[CH:7][C:3]=1[C:4](O)=[O:5].[NH3:14], predict the reaction product. (3) The product is: [F:1][C:2]([F:26])([F:25])[CH2:3][NH:4][C:5]([C:7]1([CH2:20][CH2:21][CH2:22][CH2:23][N:41]2[CH2:42][CH2:43][N:38]([C:30]3[N:29]([CH2:27][CH3:28])[C:33]4[CH:34]=[CH:35][CH:36]=[CH:37][C:32]=4[N:31]=3)[CH2:39][CH2:40]2)[C:19]2[CH:18]=[CH:17][CH:16]=[CH:15][C:14]=2[C:13]2[C:8]1=[CH:9][CH:10]=[CH:11][CH:12]=2)=[O:6]. Given the reactants [F:1][C:2]([F:26])([F:25])[CH2:3][NH:4][C:5]([C:7]1([CH2:20][CH2:21][CH2:22][CH2:23]Br)[C:19]2[CH:18]=[CH:17][CH:16]=[CH:15][C:14]=2[C:13]2[C:8]1=[CH:9][CH:10]=[CH:11][CH:12]=2)=[O:6].[CH2:27]([N:29]1[C:33]2[CH:34]=[CH:35][CH:36]=[CH:37][C:32]=2[N:31]=[C:30]1[N:38]1[CH2:43][CH2:42][NH:41][CH2:40][CH2:39]1)[CH3:28], predict the reaction product. (4) Given the reactants [NH2:1][C:2]1[C:7]([Cl:8])=[CH:6][N:5]=[CH:4][C:3]=1[Cl:9].C(OO)(=[O:12])C, predict the reaction product. The product is: [NH2:1][C:2]1[C:7]([Cl:8])=[CH:6][N+:5]([O-:12])=[CH:4][C:3]=1[Cl:9].